The task is: Predict the product of the given reaction.. This data is from Forward reaction prediction with 1.9M reactions from USPTO patents (1976-2016). (1) Given the reactants [C:1](Cl)(=[O:5])[CH2:2][CH2:3][CH3:4].[NH2:7][C:8]1[C:9]2[N:10]([N:25]=[N:26][N:27]=2)[C:11]([CH3:24])=[C:12]([CH3:23])[C:13]=1[NH:14][CH2:15][C:16]([NH:19][C:20](=[O:22])[CH3:21])([CH3:18])[CH3:17].C(N(CC)CC)C, predict the reaction product. The product is: [C:20]([NH:19][C:16]([CH3:18])([CH3:17])[CH2:15][NH:14][C:13]1[C:12]([CH3:23])=[C:11]([CH3:24])[N:10]2[N:25]=[N:26][N:27]=[C:9]2[C:8]=1[NH:7][C:1](=[O:5])[CH2:2][CH2:3][CH3:4])(=[O:22])[CH3:21]. (2) Given the reactants [CH:1]1([N:4]([CH2:20][C:21]2[CH:26]=[CH:25][C:24]([O:27][CH3:28])=[CH:23][CH:22]=2)[C:5]2[C:10]3=[N:11][CH:12]=[C:13]([C:14]#[N:15])[N:9]3[N:8]=[C:7](S(C)(=O)=O)[N:6]=2)[CH2:3][CH2:2]1.[CH3:29][O:30][C:31](=[O:60])[N:32]([C:42]1[CH:47]=[C:46]([N:48]2[CH2:53][CH2:52][N:51]([CH:54]3[CH2:57][O:56][CH2:55]3)[CH2:50][CH2:49]2)[C:45]([F:58])=[C:44]([NH2:59])[CH:43]=1)[CH2:33][C:34]1[CH:39]=[CH:38][C:37]([O:40][CH3:41])=[CH:36][CH:35]=1.C([O-])([O-])=O.[Cs+].[Cs+], predict the reaction product. The product is: [CH3:29][O:30][C:31](=[O:60])[N:32]([C:42]1[CH:47]=[C:46]([N:48]2[CH2:49][CH2:50][N:51]([CH:54]3[CH2:57][O:56][CH2:55]3)[CH2:52][CH2:53]2)[C:45]([F:58])=[C:44]([NH:59][C:7]2[N:6]=[C:5]([N:4]([CH:1]3[CH2:3][CH2:2]3)[CH2:20][C:21]3[CH:26]=[CH:25][C:24]([O:27][CH3:28])=[CH:23][CH:22]=3)[C:10]3=[N:11][CH:12]=[C:13]([C:14]#[N:15])[N:9]3[N:8]=2)[CH:43]=1)[CH2:33][C:34]1[CH:39]=[CH:38][C:37]([O:40][CH3:41])=[CH:36][CH:35]=1.